Regression. Given a peptide amino acid sequence and an MHC pseudo amino acid sequence, predict their binding affinity value. This is MHC class II binding data. From a dataset of Peptide-MHC class II binding affinity with 134,281 pairs from IEDB. (1) The peptide sequence is AAYKLAYKTAEGATP. The MHC is DRB1_1501 with pseudo-sequence DRB1_1501. The binding affinity (normalized) is 0.379. (2) The peptide sequence is IVDRQWAQDLTLPWQ. The MHC is HLA-DQA10501-DQB10402 with pseudo-sequence HLA-DQA10501-DQB10402. The binding affinity (normalized) is 0. (3) The peptide sequence is HKGIVIKSKKKGSTP. The MHC is DRB3_0101 with pseudo-sequence DRB3_0101. The binding affinity (normalized) is 0.188. (4) The peptide sequence is VPLYNRFSYIPNGAL. The MHC is HLA-DQA10102-DQB10602 with pseudo-sequence HLA-DQA10102-DQB10602. The binding affinity (normalized) is 0.693. (5) The peptide sequence is RGIEYIQHNGVVQES. The MHC is DRB3_0202 with pseudo-sequence DRB3_0202. The binding affinity (normalized) is 0.360. (6) The peptide sequence is GADQGCAINFGKREL. The MHC is DRB3_0301 with pseudo-sequence DRB3_0301. The binding affinity (normalized) is 0.485. (7) The MHC is HLA-DPA10201-DPB10101 with pseudo-sequence HLA-DPA10201-DPB10101. The peptide sequence is YQVTYIVRGSGRVQV. The binding affinity (normalized) is 0.233.